This data is from NCI-60 drug combinations with 297,098 pairs across 59 cell lines. The task is: Regression. Given two drug SMILES strings and cell line genomic features, predict the synergy score measuring deviation from expected non-interaction effect. Cell line: RPMI-8226. Drug 1: CC1OCC2C(O1)C(C(C(O2)OC3C4COC(=O)C4C(C5=CC6=C(C=C35)OCO6)C7=CC(=C(C(=C7)OC)O)OC)O)O. Synergy scores: CSS=47.1, Synergy_ZIP=-9.30, Synergy_Bliss=-10.8, Synergy_Loewe=-0.558, Synergy_HSA=0.465. Drug 2: CC1CCC2CC(C(=CC=CC=CC(CC(C(=O)C(C(C(=CC(C(=O)CC(OC(=O)C3CCCCN3C(=O)C(=O)C1(O2)O)C(C)CC4CCC(C(C4)OC)O)C)C)O)OC)C)C)C)OC.